Regression. Given a peptide amino acid sequence and an MHC pseudo amino acid sequence, predict their binding affinity value. This is MHC class II binding data. From a dataset of Peptide-MHC class II binding affinity with 134,281 pairs from IEDB. The peptide sequence is HGVAKNPVVDGNPTV. The MHC is HLA-DQA10201-DQB10402 with pseudo-sequence HLA-DQA10201-DQB10402. The binding affinity (normalized) is 0.